Dataset: Peptide-MHC class I binding affinity with 185,985 pairs from IEDB/IMGT. Task: Regression. Given a peptide amino acid sequence and an MHC pseudo amino acid sequence, predict their binding affinity value. This is MHC class I binding data. The peptide sequence is YTYPCIPEY. The MHC is HLA-A02:01 with pseudo-sequence HLA-A02:01. The binding affinity (normalized) is 0.0847.